This data is from Peptide-MHC class I binding affinity with 185,985 pairs from IEDB/IMGT. The task is: Regression. Given a peptide amino acid sequence and an MHC pseudo amino acid sequence, predict their binding affinity value. This is MHC class I binding data. The peptide sequence is SLLHESTLK. The MHC is HLA-B51:01 with pseudo-sequence HLA-B51:01. The binding affinity (normalized) is 0.0847.